Dataset: Full USPTO retrosynthesis dataset with 1.9M reactions from patents (1976-2016). Task: Predict the reactants needed to synthesize the given product. (1) Given the product [NH2:6][C:7]1[C:12]2=[CH:13][C:14]([CH2:16][OH:17])=[CH:15][N:11]2[N:10]=[CH:9][N:8]=1, predict the reactants needed to synthesize it. The reactants are: C1COCC1.[NH2:6][C:7]1[C:12]2=[CH:13][C:14]([C:16](OCC)=[O:17])=[CH:15][N:11]2[N:10]=[CH:9][N:8]=1.CC(C[AlH]CC(C)C)C.[C@H](O)(C([O-])=O)[C@@H](O)C([O-])=O.[Na+].[K+]. (2) Given the product [CH3:3][C:4]1[CH:9]=[C:8]([C:10]([C:12]2[C:21](=[O:22])[C:20]3[C:15](=[CH:16][CH:17]=[CH:18][CH:19]=3)[N:14]([CH2:24][C:25]3[CH:30]=[CH:29][CH:28]=[C:27]([CH3:31])[N:26]=3)[CH:13]=2)=[O:11])[CH:7]=[CH:6][N:5]=1, predict the reactants needed to synthesize it. The reactants are: [H-].[Na+].[CH3:3][C:4]1[CH:9]=[C:8]([C:10]([C:12]2[C:21](=[O:22])[C:20]3[C:15](=[CH:16][CH:17]=[CH:18][CH:19]=3)[NH:14][CH:13]=2)=[O:11])[CH:7]=[CH:6][N:5]=1.Br[CH2:24][C:25]1[CH:30]=[CH:29][CH:28]=[C:27]([CH3:31])[N:26]=1. (3) Given the product [F:1][C:2]([F:7])([F:6])[C:3]([OH:5])=[O:4].[Cl:15][C:16]1[CH:17]=[N:18][C:19]2[NH:20][C:21]3[CH:22]=[CH:23][CH:24]=[C:25]([CH:46]=3)[CH2:26][CH2:27][C:28]3[CH:36]=[C:32]([NH:33][C:34]=1[N:35]=2)[CH:31]=[CH:30][C:29]=3[NH:37][C:38]([CH:40]1[CH2:45][CH2:44][N:43]([C:48]([NH:47][CH2:50][CH3:51])=[O:49])[CH2:42][CH2:41]1)=[O:39], predict the reactants needed to synthesize it. The reactants are: [F:1][C:2]([F:7])([F:6])[C:3]([OH:5])=[O:4].FC(F)(F)C(O)=O.[Cl:15][C:16]1[CH:17]=[N:18][C:19]2[NH:20][C:21]3[CH:22]=[CH:23][CH:24]=[C:25]([CH:46]=3)[CH2:26][CH2:27][C:28]3[CH:36]=[C:32]([NH:33][C:34]=1[N:35]=2)[CH:31]=[CH:30][C:29]=3[NH:37][C:38]([CH:40]1[CH2:45][CH2:44][NH:43][CH2:42][CH2:41]1)=[O:39].[N:47]([CH2:50][CH3:51])=[C:48]=[O:49]. (4) The reactants are: [N+:1]([C:4]1[CH:9]=[CH:8][C:7](/[CH:10]=[CH:11]/[C:12]([O:14][CH3:15])=[O:13])=[CH:6][CH:5]=1)([O-])=O. Given the product [NH2:1][C:4]1[CH:5]=[CH:6][C:7]([CH2:10][CH2:11][C:12]([O:14][CH3:15])=[O:13])=[CH:8][CH:9]=1, predict the reactants needed to synthesize it.